This data is from Full USPTO retrosynthesis dataset with 1.9M reactions from patents (1976-2016). The task is: Predict the reactants needed to synthesize the given product. (1) Given the product [CH2:1]([S:3]([C:6]1[CH:7]=[C:8]([C:12]2[CH:20]=[CH:19][C:18]([O:21][CH2:28][C:29]#[N:30])=[C:17]3[C:13]=2[C:14]2[CH:25]=[C:24]([CH3:26])[CH:23]=[N:22][C:15]=2[NH:16]3)[CH:9]=[CH:10][CH:11]=1)(=[O:5])=[O:4])[CH3:2], predict the reactants needed to synthesize it. The reactants are: [CH2:1]([S:3]([C:6]1[CH:7]=[C:8]([C:12]2[CH:20]=[CH:19][C:18]([OH:21])=[C:17]3[C:13]=2[C:14]2[CH:25]=[C:24]([CH3:26])[CH:23]=[N:22][C:15]=2[NH:16]3)[CH:9]=[CH:10][CH:11]=1)(=[O:5])=[O:4])[CH3:2].Br[CH2:28][C:29]#[N:30]. (2) Given the product [CH3:1][C@H:2]1[C@@H:11]([C:10]([OH:13])=[O:12])[CH2:6][CH2:5][O:4][CH2:3]1, predict the reactants needed to synthesize it. The reactants are: [CH3:1][C@H:2]1[C@@H](C#N)[CH2:6][CH2:5][O:4][CH2:3]1.[C:10]([OH:13])(=[O:12])[CH3:11]. (3) The reactants are: [Cl:1][C:2]1[CH:3]=[CH:4][C:5]2[N:11]3[CH:12]=[CH:13][CH:14]=[C:10]3[C@H:9]([CH2:15][C:16]([NH:18][C@@H:19]3[CH2:24][CH2:23][CH2:22][CH2:21][C@@H:20]3[C:25]([O:27]CC)=[O:26])=[O:17])[O:8][C@@H:7]([C:30]3[CH:35]=[CH:34][CH:33]=[C:32]([O:36][CH3:37])[C:31]=3[O:38][CH3:39])[C:6]=2[CH:40]=1.C(=O)([O-])[O-].[K+].[K+].Cl.C(OCC)(=O)C. Given the product [Cl:1][C:2]1[CH:3]=[CH:4][C:5]2[N:11]3[CH:12]=[CH:13][CH:14]=[C:10]3[C@H:9]([CH2:15][C:16]([NH:18][C@@H:19]3[CH2:24][CH2:23][CH2:22][CH2:21][C@@H:20]3[C:25]([OH:27])=[O:26])=[O:17])[O:8][C@@H:7]([C:30]3[CH:35]=[CH:34][CH:33]=[C:32]([O:36][CH3:37])[C:31]=3[O:38][CH3:39])[C:6]=2[CH:40]=1, predict the reactants needed to synthesize it. (4) Given the product [Cl:44][C:42]1[CH:41]=[CH:40][C:16]([C:17]([NH:19][CH2:20][CH2:21][NH:22][C:23]([C:25]2[C:26]([C:36]([F:39])([F:37])[F:38])=[N:27][N:28]([C:30]3[CH:35]=[CH:34][CH:33]=[CH:32][CH:31]=3)[CH:29]=2)=[O:24])=[O:18])=[C:15]([O:11][CH2:10][C:9]([F:13])([F:12])[F:8])[N:43]=1, predict the reactants needed to synthesize it. The reactants are: [H-].[Na+].C1COCC1.[F:8][C:9]([F:13])([F:12])[CH2:10][OH:11].Cl[C:15]1[N:43]=[C:42]([Cl:44])[CH:41]=[CH:40][C:16]=1[C:17]([NH:19][CH2:20][CH2:21][NH:22][C:23]([C:25]1[C:26]([C:36]([F:39])([F:38])[F:37])=[N:27][N:28]([C:30]2[CH:35]=[CH:34][CH:33]=[CH:32][CH:31]=2)[CH:29]=1)=[O:24])=[O:18]. (5) Given the product [C:21]([C:13]1[C:14]([O:16][CH2:17][CH2:18][O:19][CH3:20])=[CH:15][C:10]([NH:9][C:8]([N:35]2[C:36]3[C:37](=[CH:42][C:43]([CH2:51][N:52]4[CH2:53][CH2:53][N:52]([CH3:54])[CH2:51][C:54]4=[O:55])=[C:44]([CH:46]=[O:49])[N:45]=3)[CH2:38][CH2:39][C@@H:41]2[CH3:40])=[O:23])=[N:11][CH:12]=1)#[N:22], predict the reactants needed to synthesize it. The reactants are: C1(O[C:8](=[O:23])[NH:9][C:10]2[CH:15]=[C:14]([O:16][CH2:17][CH2:18][O:19][CH3:20])[C:13]([C:21]#[N:22])=[CH:12][N:11]=2)C=CC=CC=1.C(C1C=CC(NC([N:35]2[CH2:41][CH2:40][CH2:39][CH2:38][C:37]3[CH:42]=[CH:43][C:44]([CH:46]([O:49]C)OC)=[N:45][C:36]2=3)=O)=NC=1)#N.[CH3:51][N:52]([CH:54]=[O:55])[CH3:53].